From a dataset of Forward reaction prediction with 1.9M reactions from USPTO patents (1976-2016). Predict the product of the given reaction. (1) The product is: [CH2:13]([O:15][N:16]=[C:9]([CH:3]1[C:2](=[O:1])[N:6]([CH3:7])[N:5]=[C:4]1[CH3:8])[CH3:10])[CH3:14]. Given the reactants [OH:1][C:2]1[N:6]([CH3:7])[N:5]=[C:4]([CH3:8])[C:3]=1[C:9](=O)[CH3:10].Cl.[CH2:13]([O:15][NH2:16])[CH3:14], predict the reaction product. (2) Given the reactants Cl[C:2]1[N:3]=[C:4]2[CH:9]=[CH:8][CH:7]=[CH:6][N:5]2[C:10]=1[C:11]1[N:16]=[C:15]([CH3:17])[N:14]=[C:13]([NH2:18])[N:12]=1.[NH2:19][C:20]1[CH:21]=[C:22]([NH:28][S:29]([CH3:32])(=[O:31])=[O:30])[C:23]([O:26][CH3:27])=[N:24][CH:25]=1.CO, predict the reaction product. The product is: [NH2:18][C:13]1[N:14]=[C:15]([CH3:17])[N:16]=[C:11]([C:10]2[N:5]3[CH:6]=[CH:7][CH:8]=[CH:9][C:4]3=[N:3][C:2]=2[NH:19][C:20]2[CH:21]=[C:22]([NH:28][S:29]([CH3:32])(=[O:31])=[O:30])[C:23]([O:26][CH3:27])=[N:24][CH:25]=2)[N:12]=1. (3) Given the reactants [F:1][C:2]1[CH:3]=[C:4]([CH:16]=[CH:17][C:18]=1[F:19])[O:5][CH:6]1[CH2:11][CH2:10][N:9]([CH2:12][CH2:13][CH2:14][NH2:15])[CH2:8][CH2:7]1.[N:20]1[CH:25]=[CH:24][CH:23]=[CH:22][C:21]=1[C:26]1[S:30][C:29]([S:31](Cl)(=[O:33])=[O:32])=[CH:28][CH:27]=1, predict the reaction product. The product is: [F:1][C:2]1[CH:3]=[C:4]([CH:16]=[CH:17][C:18]=1[F:19])[O:5][CH:6]1[CH2:7][CH2:8][N:9]([CH2:12][CH2:13][CH2:14][NH:15][S:31]([C:29]2[S:30][C:26]([C:21]3[CH:22]=[CH:23][CH:24]=[CH:25][N:20]=3)=[CH:27][CH:28]=2)(=[O:32])=[O:33])[CH2:10][CH2:11]1.